Dataset: Reaction yield outcomes from USPTO patents with 853,638 reactions. Task: Predict the reaction yield, written as a fraction of the theoretical maximum amount of product (1.0 means a 100% yield; for example, 0.34 means a 34% yield). (1) The reactants are [NH2:1][C:2]1[C:7]([CH2:8][OH:9])=[CH:6][CH:5]=[CH:4][N:3]=1.[Br:10]N1C(=O)CCC1=O.Cl[CH2:19][C:20](=O)[CH3:21]. The catalyst is CC#N. The yield is 0.0400. The product is [Br:10][C:5]1[CH:6]=[C:7]([CH2:8][OH:9])[C:2]2[N:3]([CH:19]=[C:20]([CH3:21])[N:1]=2)[CH:4]=1. (2) The reactants are [F:1][C:2]1[CH:7]=[C:6]([N:8]2[CH2:12][CH:11]([CH2:13][NH:14][C:15](=[O:17])[CH3:16])[O:10][C:9]2=[O:18])[CH:5]=[CH:4][C:3]=1[C:19]1[CH:24]=[CH:23][C:22]([CH2:25][OH:26])=[CH:21][CH:20]=1.C(N(CC)CC)C.[CH3:34][S:35](Cl)(=[O:37])=[O:36].O. The catalyst is C(Cl)Cl. The product is [C:15]([NH:14][CH2:13][CH:11]1[O:10][C:9](=[O:18])[N:8]([C:6]2[CH:5]=[CH:4][C:3]([C:19]3[CH:24]=[CH:23][C:22]([CH2:25][O:26][S:35]([CH3:34])(=[O:37])=[O:36])=[CH:21][CH:20]=3)=[C:2]([F:1])[CH:7]=2)[CH2:12]1)(=[O:17])[CH3:16]. The yield is 0.780. (3) The yield is 0.910. The product is [F:26][C:2]([F:1])([F:25])[O:3][C:4]1[CH:5]=[CH:6][C:7]([N:10]2[CH:14]=[N:13][C:12]([C:15]3[CH:24]=[CH:23][C:18]([C:19]([OH:21])=[O:20])=[CH:17][CH:16]=3)=[N:11]2)=[CH:8][CH:9]=1. The catalyst is C1COCC1.O.C(Cl)Cl. The reactants are [F:1][C:2]([F:26])([F:25])[O:3][C:4]1[CH:9]=[CH:8][C:7]([N:10]2[CH:14]=[N:13][C:12]([C:15]3[CH:24]=[CH:23][C:18]([C:19]([O:21]C)=[O:20])=[CH:17][CH:16]=3)=[N:11]2)=[CH:6][CH:5]=1.[Li+].[OH-]. (4) The reactants are [CH2:1]([N:8]([CH2:13][C:14]([OH:16])=O)[CH2:9][C:10](O)=[O:11])[C:2]1[CH:7]=[CH:6][CH:5]=[CH:4][CH:3]=1.C([N:19](CC)CC)C.FC(F)(F)C(N)=O.Cl.CN(C)CCCN=C=NCC. The catalyst is C(Cl)Cl. The product is [CH2:1]([N:8]1[CH2:13][C:14](=[O:16])[NH:19][C:10](=[O:11])[CH2:9]1)[C:2]1[CH:7]=[CH:6][CH:5]=[CH:4][CH:3]=1. The yield is 0.730. (5) The reactants are [OH:1][CH:2]([CH3:15])[CH2:3][C:4]([CH:6]1[C:11]([CH3:13])([CH3:12])[CH2:10][CH2:9][CH:8]=[C:7]1[CH3:14])=[O:5].[CH3:16][N:17]([C:19]1[CH:24]=[C:23]([C:25](O)=[O:26])[CH:22]=[CH:21][CH:20]=1)[CH3:18].C1CCC(N=C=NC2CCCCC2)CC1.Cl. The catalyst is CN(C1C=CN=CC=1)C.C(Cl)Cl. The product is [CH3:16][N:17]([CH3:18])[C:19]1[CH:24]=[C:23]([CH:22]=[CH:21][CH:20]=1)[C:25]([O:1][CH:2]([CH3:15])[CH2:3][C:4](=[O:5])[CH:6]1[C:11]([CH3:13])([CH3:12])[CH2:10][CH2:9][CH:8]=[C:7]1[CH3:14])=[O:26]. The yield is 0.680. (6) The reactants are C[O:2][C:3]([C:5]1[CH:6]=[N:7][C:8]([CH:11]2[CH2:16][CH2:15][CH2:14][CH2:13][CH2:12]2)=[N:9][CH:10]=1)=[O:4].[Li+].[OH-]. No catalyst specified. The product is [CH:11]1([C:8]2[N:9]=[CH:10][C:5]([C:3]([OH:4])=[O:2])=[CH:6][N:7]=2)[CH2:12][CH2:13][CH2:14][CH2:15][CH2:16]1. The yield is 0.220. (7) The reactants are [OH:1][C:2]([C:5]1[N:6]=[CH:7][C:8]([N:11]2[CH2:15][C@@:14]3([CH2:20][CH2:19][CH2:18][C@@:17]([CH2:22][N:23]4[C:27]5[CH:28]=[C:29]([C:32]#[N:33])[CH:30]=[CH:31][C:26]=5[N:25]=[CH:24]4)([CH3:21])[CH2:16]3)[O:13][C:12]2=[O:34])=[N:9][CH:10]=1)([CH3:4])[CH3:3].[H-].[Na+].[CH3:37]I. The catalyst is CN(C)C=O. The product is [CH3:37][O:1][C:2]([C:5]1[N:6]=[CH:7][C:8]([N:11]2[CH2:15][C@@:14]3([CH2:20][CH2:19][CH2:18][C@@:17]([CH2:22][N:23]4[C:27]5[CH:28]=[C:29]([C:32]#[N:33])[CH:30]=[CH:31][C:26]=5[N:25]=[CH:24]4)([CH3:21])[CH2:16]3)[O:13][C:12]2=[O:34])=[N:9][CH:10]=1)([CH3:3])[CH3:4]. The yield is 0.580. (8) The reactants are [Li].[Cl:2][C:3]1[CH:8]=[C:7]([F:9])[CH:6]=[CH:5][C:4]=1[C@@H:10]1[C:15]([C:16]([O:18][C@H:19](C)C(OC(C)C)=O)=[O:17])=[C:14]([CH2:27][N:28]2[CH2:33][CH2:32][O:31][CH2:30][CH2:29]2)[NH:13][C:12]([C:34]2[S:35][CH:36]=[CH:37][N:38]=2)=[N:11]1. The catalyst is CO. The product is [Cl:2][C:3]1[CH:8]=[C:7]([F:9])[CH:6]=[CH:5][C:4]=1[C@H:10]1[C:15]([C:16]([O:18][CH3:19])=[O:17])=[C:14]([CH2:27][N:28]2[CH2:29][CH2:30][O:31][CH2:32][CH2:33]2)[NH:13][C:12]([C:34]2[S:35][CH:36]=[CH:37][N:38]=2)=[N:11]1. The yield is 0.700.